This data is from Full USPTO retrosynthesis dataset with 1.9M reactions from patents (1976-2016). The task is: Predict the reactants needed to synthesize the given product. Given the product [Cl:33][C:34]1[CH:35]=[C:36]([C:8]2[N:9]=[C:10]([CH3:32])[C:11]3[CH:16]([CH3:17])[CH2:15][N:14]([C:18]4[CH:19]=[CH:20][C:21]([CH2:24][C:25]([O:27][C:28]([CH3:30])([CH3:31])[CH3:29])=[O:26])=[CH:22][CH:23]=4)[C:12]=3[N:13]=2)[CH:37]=[CH:38][C:39]=1[O:40][CH3:41], predict the reactants needed to synthesize it. The reactants are: C([O-])([O-])=O.[Na+].[Na+].Cl[C:8]1[N:9]=[C:10]([CH3:32])[C:11]2[CH:16]([CH3:17])[CH2:15][N:14]([C:18]3[CH:23]=[CH:22][C:21]([CH2:24][C:25]([O:27][C:28]([CH3:31])([CH3:30])[CH3:29])=[O:26])=[CH:20][CH:19]=3)[C:12]=2[N:13]=1.[Cl:33][C:34]1[CH:35]=[C:36](B(O)O)[CH:37]=[CH:38][C:39]=1[O:40][CH3:41].O.